Dataset: NCI-60 drug combinations with 297,098 pairs across 59 cell lines. Task: Regression. Given two drug SMILES strings and cell line genomic features, predict the synergy score measuring deviation from expected non-interaction effect. Drug 1: COC1=CC(=CC(=C1O)OC)C2C3C(COC3=O)C(C4=CC5=C(C=C24)OCO5)OC6C(C(C7C(O6)COC(O7)C8=CC=CS8)O)O. Drug 2: CCN(CC)CCCC(C)NC1=C2C=C(C=CC2=NC3=C1C=CC(=C3)Cl)OC. Cell line: NCI/ADR-RES. Synergy scores: CSS=24.5, Synergy_ZIP=-6.83, Synergy_Bliss=-2.25, Synergy_Loewe=-1.72, Synergy_HSA=-1.96.